This data is from NCI-60 drug combinations with 297,098 pairs across 59 cell lines. The task is: Regression. Given two drug SMILES strings and cell line genomic features, predict the synergy score measuring deviation from expected non-interaction effect. (1) Drug 1: C1=CC(=CC=C1CCC2=CNC3=C2C(=O)NC(=N3)N)C(=O)NC(CCC(=O)O)C(=O)O. Drug 2: CCC1=C2CN3C(=CC4=C(C3=O)COC(=O)C4(CC)O)C2=NC5=C1C=C(C=C5)O. Cell line: ACHN. Synergy scores: CSS=42.9, Synergy_ZIP=-0.979, Synergy_Bliss=3.79, Synergy_Loewe=2.65, Synergy_HSA=5.85. (2) Drug 1: CN(CC1=CN=C2C(=N1)C(=NC(=N2)N)N)C3=CC=C(C=C3)C(=O)NC(CCC(=O)O)C(=O)O. Drug 2: COC1=NC(=NC2=C1N=CN2C3C(C(C(O3)CO)O)O)N. Cell line: UACC62. Synergy scores: CSS=-1.68, Synergy_ZIP=0.467, Synergy_Bliss=0.0522, Synergy_Loewe=0.00333, Synergy_HSA=-0.884. (3) Drug 1: CC1=C(C(=O)C2=C(C1=O)N3CC4C(C3(C2COC(=O)N)OC)N4)N. Drug 2: C(CCl)NC(=O)N(CCCl)N=O. Cell line: SNB-75. Synergy scores: CSS=34.6, Synergy_ZIP=-4.22, Synergy_Bliss=-2.57, Synergy_Loewe=-61.0, Synergy_HSA=-1.50. (4) Drug 1: CC1C(C(CC(O1)OC2CC(CC3=C2C(=C4C(=C3O)C(=O)C5=C(C4=O)C(=CC=C5)OC)O)(C(=O)CO)O)N)O.Cl. Drug 2: C1=CC(=CC=C1CCCC(=O)O)N(CCCl)CCCl. Cell line: HS 578T. Synergy scores: CSS=13.7, Synergy_ZIP=-1.45, Synergy_Bliss=4.63, Synergy_Loewe=0.293, Synergy_HSA=4.76. (5) Drug 1: CC1=C2C(C(=O)C3(C(CC4C(C3C(C(C2(C)C)(CC1OC(=O)C(C(C5=CC=CC=C5)NC(=O)OC(C)(C)C)O)O)OC(=O)C6=CC=CC=C6)(CO4)OC(=O)C)O)C)O. Drug 2: CC1=C(N=C(N=C1N)C(CC(=O)N)NCC(C(=O)N)N)C(=O)NC(C(C2=CN=CN2)OC3C(C(C(C(O3)CO)O)O)OC4C(C(C(C(O4)CO)O)OC(=O)N)O)C(=O)NC(C)C(C(C)C(=O)NC(C(C)O)C(=O)NCCC5=NC(=CS5)C6=NC(=CS6)C(=O)NCCC[S+](C)C)O. Synergy scores: CSS=33.4, Synergy_ZIP=-5.69, Synergy_Bliss=0.983, Synergy_Loewe=-0.606, Synergy_HSA=0.399. Cell line: 786-0. (6) Drug 1: CC1C(C(CC(O1)OC2CC(CC3=C2C(=C4C(=C3O)C(=O)C5=C(C4=O)C(=CC=C5)OC)O)(C(=O)CO)O)N)O.Cl. Drug 2: C1C(C(OC1N2C=NC(=NC2=O)N)CO)O. Cell line: 786-0. Synergy scores: CSS=-1.11, Synergy_ZIP=5.40, Synergy_Bliss=0.282, Synergy_Loewe=-1.88, Synergy_HSA=-1.02. (7) Drug 1: CC12CCC(CC1=CCC3C2CCC4(C3CC=C4C5=CN=CC=C5)C)O. Drug 2: CC1C(C(CC(O1)OC2CC(CC3=C2C(=C4C(=C3O)C(=O)C5=C(C4=O)C(=CC=C5)OC)O)(C(=O)C)O)N)O.Cl. Cell line: DU-145. Synergy scores: CSS=12.7, Synergy_ZIP=22.8, Synergy_Bliss=21.3, Synergy_Loewe=10.6, Synergy_HSA=19.8. (8) Drug 1: C#CCC(CC1=CN=C2C(=N1)C(=NC(=N2)N)N)C3=CC=C(C=C3)C(=O)NC(CCC(=O)O)C(=O)O. Drug 2: C1=NC2=C(N1)C(=S)N=CN2. Cell line: SF-268. Synergy scores: CSS=38.1, Synergy_ZIP=-1.04, Synergy_Bliss=-2.54, Synergy_Loewe=-4.24, Synergy_HSA=-4.24.